This data is from TCR-epitope binding with 47,182 pairs between 192 epitopes and 23,139 TCRs. The task is: Binary Classification. Given a T-cell receptor sequence (or CDR3 region) and an epitope sequence, predict whether binding occurs between them. Result: 1 (the TCR binds to the epitope). The epitope is AYILFTRFFYV. The TCR CDR3 sequence is CASSQDSGSSGELFF.